This data is from Forward reaction prediction with 1.9M reactions from USPTO patents (1976-2016). The task is: Predict the product of the given reaction. (1) Given the reactants [Si:1]([O:8][C@H:9]([C:24]1[CH:33]=[CH:32][C:31]([OH:34])=[C:30]2[C:25]=1[CH:26]=[CH:27][C:28](=[O:35])[NH:29]2)[CH2:10][NH:11][C:12]([CH3:23])([CH3:22])[CH2:13][C:14]1[CH:15]=[C:16]([CH:19]=[CH:20][CH:21]=1)[CH:17]=O)([C:4]([CH3:7])([CH3:6])[CH3:5])([CH3:3])[CH3:2].[CH:36]([C:39]1[S:43][CH:42]=[C:41]([C:44]([N:46]2[CH2:51][C:50]3([CH2:56][CH2:55][NH:54][CH2:53][CH2:52]3)[O:49][CH2:48][CH2:47]2)=[O:45])[CH:40]=1)([CH3:38])[CH3:37], predict the reaction product. The product is: [Si:1]([O:8][C@H:9]([C:24]1[CH:33]=[CH:32][C:31]([OH:34])=[C:30]2[C:25]=1[CH:26]=[CH:27][C:28](=[O:35])[NH:29]2)[CH2:10][NH:11][C:12]([CH3:23])([CH3:22])[CH2:13][C:14]1[CH:21]=[CH:20][CH:19]=[C:16]([CH2:17][N:54]2[CH2:53][CH2:52][C:50]3([O:49][CH2:48][CH2:47][N:46]([C:44]([C:41]4[CH:40]=[C:39]([CH:36]([CH3:38])[CH3:37])[S:43][CH:42]=4)=[O:45])[CH2:51]3)[CH2:56][CH2:55]2)[CH:15]=1)([C:4]([CH3:5])([CH3:6])[CH3:7])([CH3:3])[CH3:2]. (2) Given the reactants [Br:1][C:2]1[CH:3]=[CH:4][C:5]2[O:9][C:8](=[O:10])[NH:7][C:6]=2[CH:11]=1.[C:12](=O)([O-])[O-].[K+].[K+].CI.O, predict the reaction product. The product is: [Br:1][C:2]1[CH:3]=[CH:4][C:5]2[O:9][C:8](=[O:10])[N:7]([CH3:12])[C:6]=2[CH:11]=1. (3) Given the reactants [CH3:1][O:2][C:3]1[CH:8]=[C:7]([O:9][CH3:10])[CH:6]=[CH:5][C:4]=1[C:11]1([O:41][C@H:40]([CH2:42][O:43][CH2:44][C:45]2[CH:50]=[CH:49][CH:48]=[CH:47][CH:46]=2)[C@@H:31]([O:32][CH2:33][C:34]2[CH:39]=[CH:38][CH:37]=[CH:36][CH:35]=2)[C@H:22]([O:23][CH2:24][C:25]2[CH:30]=[CH:29][CH:28]=[CH:27][CH:26]=2)[C@H:13]1[O:14][CH2:15][C:16]1[CH:21]=[CH:20][CH:19]=[CH:18][CH:17]=1)O.C([SiH](CC)CC)C.C(=O)([O-])[O-].[K+].[K+].O, predict the reaction product. The product is: [CH2:15]([O:14][C@@H:13]1[C@@H:22]([O:23][CH2:24][C:25]2[CH:26]=[CH:27][CH:28]=[CH:29][CH:30]=2)[C@H:31]([O:32][CH2:33][C:34]2[CH:39]=[CH:38][CH:37]=[CH:36][CH:35]=2)[C@@H:40]([CH2:42][O:43][CH2:44][C:45]2[CH:46]=[CH:47][CH:48]=[CH:49][CH:50]=2)[O:41][C@H:11]1[C:4]1[CH:5]=[CH:6][C:7]([O:9][CH3:10])=[CH:8][C:3]=1[O:2][CH3:1])[C:16]1[CH:17]=[CH:18][CH:19]=[CH:20][CH:21]=1. (4) Given the reactants [CH2:1]([O:3][C:4]1[CH:5]=[CH:6][C:7]([O:17][CH2:18][C:19]2[CH:24]=[CH:23][C:22]([O:25][CH2:26][C:27]3[N:28]=[C:29]([C:33]4[CH:38]=[CH:37][CH:36]=[CH:35][CH:34]=4)[O:30][C:31]=3[CH3:32])=[CH:21][CH:20]=2)=[C:8]([CH2:10][CH2:11][C:12]([O:14]CC)=[O:13])[CH:9]=1)[CH3:2].O1CCCC1.[OH-].[Na+].Cl, predict the reaction product. The product is: [CH2:1]([O:3][C:4]1[CH:5]=[CH:6][C:7]([O:17][CH2:18][C:19]2[CH:24]=[CH:23][C:22]([O:25][CH2:26][C:27]3[N:28]=[C:29]([C:33]4[CH:34]=[CH:35][CH:36]=[CH:37][CH:38]=4)[O:30][C:31]=3[CH3:32])=[CH:21][CH:20]=2)=[C:8]([CH2:10][CH2:11][C:12]([OH:14])=[O:13])[CH:9]=1)[CH3:2].